From a dataset of Catalyst prediction with 721,799 reactions and 888 catalyst types from USPTO. Predict which catalyst facilitates the given reaction. (1) Reactant: Br[C:2]1[CH:3]=[N:4][C:5]([N:8]2[CH2:13][CH2:12][O:11][C@H:10]([CH2:14][N:15]3[C:19]4=[N:20][C:21]([C:24]5[CH:25]=[C:26]([CH:29]=[CH:30][CH:31]=5)[C:27]#[N:28])=[CH:22][N:23]=[C:18]4[N:17]=[N:16]3)[CH2:9]2)=[N:6][CH:7]=1.C(=O)([O-])[O-].[K+].[K+].O1CCOCC1.[O:44]1[CH2:49][CH2:48][CH2:47][CH2:46][CH:45]1[O:50][CH2:51][CH2:52][N:53]1[CH:57]=[C:56](B2OC(C)(C)C(C)(C)O2)[CH:55]=[N:54]1. Product: [O:44]1[CH2:49][CH2:48][CH2:47][CH2:46][CH:45]1[O:50][CH2:51][CH2:52][N:53]1[CH:57]=[C:56]([C:2]2[CH:3]=[N:4][C:5]([N:8]3[CH2:13][CH2:12][O:11][C@H:10]([CH2:14][N:15]4[C:19]5=[N:20][C:21]([C:24]6[CH:25]=[C:26]([CH:29]=[CH:30][CH:31]=6)[C:27]#[N:28])=[CH:22][N:23]=[C:18]5[N:17]=[N:16]4)[CH2:9]3)=[N:6][CH:7]=2)[CH:55]=[N:54]1. The catalyst class is: 263. (2) Reactant: [NH2:1][C:2]1[N:3]=[N:4][C:5]([C:14]2[CH:19]=[CH:18][C:17]([OH:20])=[CH:16][CH:15]=2)=[C:6]([C:8]2[CH:13]=[CH:12][CH:11]=[CH:10][CH:9]=2)[N:7]=1.[I:21]N1C(=O)CCC1=O. Product: [NH2:1][C:2]1[N:3]=[N:4][C:5]([C:14]2[CH:15]=[CH:16][C:17]([OH:20])=[C:18]([I:21])[CH:19]=2)=[C:6]([C:8]2[CH:9]=[CH:10][CH:11]=[CH:12][CH:13]=2)[N:7]=1. The catalyst class is: 52.